This data is from NCI-60 drug combinations with 297,098 pairs across 59 cell lines. The task is: Regression. Given two drug SMILES strings and cell line genomic features, predict the synergy score measuring deviation from expected non-interaction effect. (1) Drug 1: C1=C(C(=O)NC(=O)N1)N(CCCl)CCCl. Drug 2: COC1=NC(=NC2=C1N=CN2C3C(C(C(O3)CO)O)O)N. Cell line: OVCAR-5. Synergy scores: CSS=15.9, Synergy_ZIP=-2.20, Synergy_Bliss=6.84, Synergy_Loewe=-3.18, Synergy_HSA=5.93. (2) Drug 1: CN1C2=C(C=C(C=C2)N(CCCl)CCCl)N=C1CCCC(=O)O.Cl. Drug 2: C1CC(=O)NC(=O)C1N2C(=O)C3=CC=CC=C3C2=O. Cell line: NCI/ADR-RES. Synergy scores: CSS=-1.98, Synergy_ZIP=0.289, Synergy_Bliss=-3.24, Synergy_Loewe=-6.33, Synergy_HSA=-7.47. (3) Drug 1: CC1=C(C=C(C=C1)NC2=NC=CC(=N2)N(C)C3=CC4=NN(C(=C4C=C3)C)C)S(=O)(=O)N.Cl. Drug 2: C1=NNC2=C1C(=O)NC=N2. Cell line: NCI/ADR-RES. Synergy scores: CSS=-1.17, Synergy_ZIP=0.488, Synergy_Bliss=-1.10, Synergy_Loewe=-2.68, Synergy_HSA=-3.08. (4) Drug 1: CC1=C2C(C(=O)C3(C(CC4C(C3C(C(C2(C)C)(CC1OC(=O)C(C(C5=CC=CC=C5)NC(=O)OC(C)(C)C)O)O)OC(=O)C6=CC=CC=C6)(CO4)OC(=O)C)OC)C)OC. Drug 2: C1CCC(C1)C(CC#N)N2C=C(C=N2)C3=C4C=CNC4=NC=N3. Cell line: HOP-92. Synergy scores: CSS=34.5, Synergy_ZIP=4.44, Synergy_Bliss=4.81, Synergy_Loewe=-10.2, Synergy_HSA=6.85. (5) Drug 1: CS(=O)(=O)C1=CC(=C(C=C1)C(=O)NC2=CC(=C(C=C2)Cl)C3=CC=CC=N3)Cl. Drug 2: C1=CC=C(C=C1)NC(=O)CCCCCCC(=O)NO. Cell line: M14. Synergy scores: CSS=-4.44, Synergy_ZIP=0.225, Synergy_Bliss=-0.782, Synergy_Loewe=-10.8, Synergy_HSA=-4.68.